Dataset: Kir2.1 potassium channel HTS with 301,493 compounds. Task: Binary Classification. Given a drug SMILES string, predict its activity (active/inactive) in a high-throughput screening assay against a specified biological target. (1) The drug is S=C(NCCCN1CCOCC1)Nc1c(OCC)cc(NC(=O)c2ccc(cc2)C)c(OCC)c1. The result is 0 (inactive). (2) The drug is S(c1ccc(cc1)C)Cc1onc(n1)c1ccncc1. The result is 0 (inactive). (3) The compound is O1CCN(CC(=O)n2c3c(c4c2cccc4)cccc3)CC1. The result is 0 (inactive). (4) The drug is O(C(=O)Cn1nc(c([N+]([O-])=O)c1C)C)CC(=O)NC(c1ccccc1)C. The result is 0 (inactive).